Dataset: Full USPTO retrosynthesis dataset with 1.9M reactions from patents (1976-2016). Task: Predict the reactants needed to synthesize the given product. (1) Given the product [Br:1][C:2]1[CH:7]=[CH:6][C:5]2[NH:8][C:18]([CH:17]=[CH:16][CH:10]3[CH2:15][CH2:14][CH2:13][CH2:12][CH2:11]3)=[N:9][C:4]=2[CH:3]=1, predict the reactants needed to synthesize it. The reactants are: [Br:1][C:2]1[CH:3]=[C:4]([NH2:9])[C:5]([NH2:8])=[CH:6][CH:7]=1.[CH:10]1([CH:16]=[CH:17][C:18](Cl)=O)[CH2:15][CH2:14][CH2:13][CH2:12][CH2:11]1.C1(C)C=CC(S(O)(=O)=O)=CC=1. (2) Given the product [CH2:1]=[CH:2][CH2:3][CH2:4][CH2:5][CH2:6][CH2:7][CH2:8][CH3:9], predict the reactants needed to synthesize it. The reactants are: [CH2:1]=[CH:2][CH2:3][CH2:4][CH2:5][CH2:6][CH2:7][CH2:8][CH2:9]C.C=CCCCCCCCCC.C=CCCCCCCCCCC.C=CCCCCCCCCCCC.C=CCCCCCCCCCCCC. (3) Given the product [CH2:1]([O:3][P:4]([C:9]([C:15]1[CH:16]=[CH:17][C:18]([CH3:20])=[CH:19][C:14]=1[Br:13])([F:11])[F:10])(=[O:8])[O:5][CH2:6][CH3:7])[CH3:2], predict the reactants needed to synthesize it. The reactants are: [CH2:1]([O:3][P:4]([C:9](Br)([F:11])[F:10])(=[O:8])[O:5][CH2:6][CH3:7])[CH3:2].[Br:13][C:14]1[CH:19]=[C:18]([CH3:20])[CH:17]=[CH:16][C:15]=1I.O. (4) Given the product [NH2:17][C:15]1[C:16]2[C:8]([C:5]3[CH:6]=[CH:7][C:2]([NH:1][C:34](=[O:35])[C:33]([CH3:38])([CH3:37])[CH3:32])=[C:3]([O:24][CH3:25])[CH:4]=3)=[CH:9][N:10]([CH:18]3[CH2:19][CH2:20][O:21][CH2:22][CH2:23]3)[C:11]=2[N:12]=[CH:13][N:14]=1, predict the reactants needed to synthesize it. The reactants are: [NH2:1][C:2]1[CH:7]=[CH:6][C:5]([C:8]2[C:16]3[C:15]([NH2:17])=[N:14][CH:13]=[N:12][C:11]=3[N:10]([CH:18]3[CH2:23][CH2:22][O:21][CH2:20][CH2:19]3)[CH:9]=2)=[CH:4][C:3]=1[O:24][CH3:25].N1C=CC=CC=1.[CH3:32][C:33]([CH3:38])([CH3:37])[C:34](Cl)=[O:35].